From a dataset of Full USPTO retrosynthesis dataset with 1.9M reactions from patents (1976-2016). Predict the reactants needed to synthesize the given product. (1) Given the product [Na+:13].[O:1]1[CH:6]([CH2:7][O:8][CH2:17][CH2:16][CH2:15][CH2:14][S:19]([O-:21])(=[O:20])=[O:18])[CH2:5][O:4][C:3]2=[CH:9][S:10][CH:11]=[C:2]12, predict the reactants needed to synthesize it. The reactants are: [O:1]1[CH:6]([CH2:7][OH:8])[CH2:5][O:4][C:3]2=[CH:9][S:10][CH:11]=[C:2]12.[H-].[Na+:13].[CH2:14]1[S:19](=[O:21])(=[O:20])[O:18][CH2:17][CH2:16][CH2:15]1. (2) Given the product [Cl:1][C:2]1[CH:3]=[CH:4][C:5]([NH:8][C:9]2[CH:14]=[CH:13][N:12]3[N:15]=[CH:16][C:17]([CH:18]=[C:24]4[S:20][C:21](=[O:26])[NH:22][C:23]4=[O:25])=[C:11]3[N:10]=2)=[CH:6][CH:7]=1, predict the reactants needed to synthesize it. The reactants are: [Cl:1][C:2]1[CH:7]=[CH:6][C:5]([NH:8][C:9]2[CH:14]=[CH:13][N:12]3[N:15]=[CH:16][C:17]([CH:18]=O)=[C:11]3[N:10]=2)=[CH:4][CH:3]=1.[S:20]1[CH2:24][C:23](=[O:25])[NH:22][C:21]1=[O:26].N1CCCCC1. (3) Given the product [CH3:1][O:2][C:3]1[CH:4]=[C:5]([CH2:11][CH2:12][NH:13][C:22](=[O:23])[CH2:21][C:18]2[CH:19]=[CH:20][C:15]([Cl:14])=[CH:16][CH:17]=2)[CH:6]=[CH:7][C:8]=1[O:9][CH3:10], predict the reactants needed to synthesize it. The reactants are: [CH3:1][O:2][C:3]1[CH:4]=[C:5]([CH2:11][CH2:12][NH2:13])[CH:6]=[CH:7][C:8]=1[O:9][CH3:10].[Cl:14][C:15]1[CH:20]=[CH:19][C:18]([CH2:21][C:22](Cl)=[O:23])=[CH:17][CH:16]=1. (4) The reactants are: [CH:1]1([CH2:4][O:5][C:6]2[CH:7]=[CH:8][C:9]3[O:13][C:12]([CH:14]([NH:18][C:19]4[CH:20]=[CH:21][C:22](C(O)=O)=[N:23][CH:24]=4)[CH:15]([CH3:17])[CH3:16])=[C:11]([CH3:28])[C:10]=3[CH:29]=2)[CH2:3][CH2:2]1.CNC[CH2:33][C:34]([O:36][CH2:37][CH3:38])=[O:35].O.ON1C2C=CC=CC=2N=N1.Cl.C(N=C=NCCCN(C)C)C.[Cl-].[NH4+].[CH3:64][N:65]([CH3:68])[CH:66]=[O:67]. Given the product [CH:1]1([CH2:4][O:5][C:6]2[CH:7]=[CH:8][C:9]3[O:13][C:12]([CH:14]([NH:18][C:19]4[CH:20]=[CH:21][C:22]([C:66]([N:65]([CH3:68])[CH2:64][CH2:33][C:34]([O:36][CH2:37][CH3:38])=[O:35])=[O:67])=[N:23][CH:24]=4)[CH:15]([CH3:17])[CH3:16])=[C:11]([CH3:28])[C:10]=3[CH:29]=2)[CH2:3][CH2:2]1, predict the reactants needed to synthesize it.